This data is from Full USPTO retrosynthesis dataset with 1.9M reactions from patents (1976-2016). The task is: Predict the reactants needed to synthesize the given product. (1) Given the product [CH3:1][N:2]([C:10]([CH3:16])([CH2:12][CH2:13][C:14]#[C:15][C:24]1[S:25][CH:26]=[CH:27][CH:28]=1)[CH3:11])[C:3](=[O:9])[O:4][C:5]([CH3:7])([CH3:8])[CH3:6], predict the reactants needed to synthesize it. The reactants are: [CH3:1][N:2]([C:10]([CH3:16])([CH2:12][CH2:13][C:14]#[CH:15])[CH3:11])[C:3](=[O:9])[O:4][C:5]([CH3:8])([CH3:7])[CH3:6].N1CCCCC1.I[C:24]1[S:25][CH:26]=[CH:27][CH:28]=1. (2) Given the product [CH3:22][C:10]1[O:9][C:8]([C:5]2[CH:6]=[CH:7][C:2]([C:26]3[CH:27]=[CH:28][N:23]=[CH:24][CH:25]=3)=[CH:3][CH:4]=2)=[N:12][C:11]=1[CH2:13][CH2:14][N:15]1[CH2:20][CH2:19][CH2:18][CH2:17][CH:16]1[CH3:21], predict the reactants needed to synthesize it. The reactants are: Br[C:2]1[CH:7]=[CH:6][C:5]([C:8]2[O:9][C:10]([CH3:22])=[C:11]([CH2:13][CH2:14][N:15]3[CH2:20][CH2:19][CH2:18][CH2:17][CH:16]3[CH3:21])[N:12]=2)=[CH:4][CH:3]=1.[N:23]1[CH:28]=[CH:27][C:26](B(O)O)=[CH:25][CH:24]=1.C([O-])([O-])=O.[Na+].[Na+]. (3) The reactants are: F[C:2]1[CH:9]=[CH:8][C:7]([F:10])=[CH:6][C:3]=1[CH:4]=O.C(=O)([O-])[O-].[K+].[K+].[C:17]([O:21][CH2:22][CH3:23])(=[O:20])[CH2:18][SH:19].O. Given the product [F:10][C:7]1[CH:8]=[CH:9][C:2]2[S:19][C:18]([C:17]([O:21][CH2:22][CH3:23])=[O:20])=[CH:4][C:3]=2[CH:6]=1, predict the reactants needed to synthesize it. (4) Given the product [CH3:34][C:20]1[CH:21]=[C:22]([O:25][C:26]2[CH:31]=[CH:30][CH:29]=[C:28]([CH2:32][NH:33][C:7](=[O:9])[C:6]3[CH:5]=[CH:4][C:3]([C:2]([F:1])([F:13])[F:12])=[CH:11][CH:10]=3)[CH:27]=2)[CH:23]=[CH:24][C:19]=1[CH2:18][CH2:17][C:16]([OH:35])=[O:15], predict the reactants needed to synthesize it. The reactants are: [F:1][C:2]([F:13])([F:12])[C:3]1[CH:11]=[CH:10][C:6]([C:7]([OH:9])=O)=[CH:5][CH:4]=1.C[O:15][C:16](=[O:35])[CH2:17][CH2:18][C:19]1[CH:24]=[CH:23][C:22]([O:25][C:26]2[CH:31]=[CH:30][CH:29]=[C:28]([CH2:32][NH2:33])[CH:27]=2)=[CH:21][C:20]=1[CH3:34]. (5) Given the product [Br:1][C:2]1[CH:13]=[N:12][C:5]2=[N:6][C:7]([N:19]3[CH2:20][CH:21]4[CH:17]([CH2:16][N:15]([CH3:14])[CH2:22]4)[CH2:18]3)=[C:8]([Cl:10])[N:9]=[C:4]2[CH:3]=1, predict the reactants needed to synthesize it. The reactants are: [Br:1][C:2]1[CH:13]=[N:12][C:5]2=[N:6][C:7](Cl)=[C:8]([Cl:10])[N:9]=[C:4]2[CH:3]=1.[CH3:14][N:15]1[CH2:22][CH:21]2[CH:17]([CH2:18][NH:19][CH2:20]2)[CH2:16]1.